From a dataset of Forward reaction prediction with 1.9M reactions from USPTO patents (1976-2016). Predict the product of the given reaction. Given the reactants [CH2:1]([N:3]1[C:11]2[C:6](=[CH:7][CH:8]=[CH:9][CH:10]=2)[C:5](C(=O)C)=[CH:4]1)[CH3:2].[Cl:15][C:16]1[CH:17]=[CH:18]C2N(C)C3C=CC=CC=3C=2[N:28]=1, predict the reaction product. The product is: [Cl:15][C:16]1[CH:17]=[CH:18][C:4]2[N:3]([CH2:1][CH3:2])[C:11]3[CH:10]=[CH:9][CH:8]=[CH:7][C:6]=3[C:5]=2[N:28]=1.